From a dataset of Forward reaction prediction with 1.9M reactions from USPTO patents (1976-2016). Predict the product of the given reaction. (1) Given the reactants C1(COC([NH:11][CH2:12][C@@H:13]2[CH2:17][CH2:16][CH2:15][N:14]2[CH:18]([C:24]([O:26]CC)=O)[C:19]([O:21][CH2:22][CH3:23])=[O:20])=O)C=CC=CC=1, predict the reaction product. The product is: [O:26]=[C:24]1[CH:18]([C:19]([O:21][CH2:22][CH3:23])=[O:20])[N:14]2[CH2:15][CH2:16][CH2:17][C@H:13]2[CH2:12][NH:11]1. (2) Given the reactants Cl[CH2:2][C:3]([NH:5][C:6]1[CH:14]=[CH:13][CH:12]=[C:11]2[C:7]=1[C:8](=[O:34])[N:9]([CH:16]([C:23]1[CH:28]=[CH:27][C:26]([O:29][CH3:30])=[C:25]([O:31][CH2:32][CH3:33])[CH:24]=1)[CH2:17][C:18]([N:20]([CH3:22])[CH3:21])=[O:19])[C:10]2=[O:15])=[O:4].[CH3:35][NH:36][CH3:37].O1CCCC1, predict the reaction product. The product is: [CH3:35][N:36]([CH3:37])[CH2:2][C:3]([NH:5][C:6]1[CH:14]=[CH:13][CH:12]=[C:11]2[C:7]=1[C:8](=[O:34])[N:9]([CH:16]([C:23]1[CH:28]=[CH:27][C:26]([O:29][CH3:30])=[C:25]([O:31][CH2:32][CH3:33])[CH:24]=1)[CH2:17][C:18]([N:20]([CH3:22])[CH3:21])=[O:19])[C:10]2=[O:15])=[O:4]. (3) Given the reactants [Cl:1][C:2]1[CH:3]=[C:4]([C:9]2[O:13][N:12]=[CH:11][C:10]=2[C:14](OCC)=[O:15])[CH:5]=[CH:6][C:7]=1[F:8].[H-].C([Al+]CC(C)C)C(C)C.Cl, predict the reaction product. The product is: [Cl:1][C:2]1[CH:3]=[C:4]([C:9]2[O:13][N:12]=[CH:11][C:10]=2[CH2:14][OH:15])[CH:5]=[CH:6][C:7]=1[F:8].